Dataset: Retrosynthesis with 50K atom-mapped reactions and 10 reaction types from USPTO. Task: Predict the reactants needed to synthesize the given product. (1) Given the product COc1ccc(N2CCN(c3ccc([N+](=O)[O-])cc3)CC2)cc1, predict the reactants needed to synthesize it. The reactants are: COc1ccc(N2CCNCC2)cc1.O=[N+]([O-])c1ccc(Cl)cc1. (2) Given the product COc1cc2c(cc1[N+](=O)[O-])CN(C(C)C)CC2, predict the reactants needed to synthesize it. The reactants are: CC(C)I.COc1cc2c(cc1[N+](=O)[O-])CNCC2. (3) Given the product CC(C)(C)OC(=O)N1CCN(c2nc(CO)nc3c(F)c(Br)c(Cl)cc23)CC1, predict the reactants needed to synthesize it. The reactants are: CC(=O)OCc1nc(N2CCN(C(=O)OC(C)(C)C)CC2)c2cc(Cl)c(Br)c(F)c2n1. (4) Given the product C[C@H]1CN(C(=O)[C@@H](Cc2ccc(Cl)cc2)NC(=O)OC(C)(C)C)CCN1c1ncnc2c1[C@H](C)CC2, predict the reactants needed to synthesize it. The reactants are: CC(C)(C)OC(=O)N[C@H](Cc1ccc(Cl)cc1)C(=O)O.C[C@H]1CNCCN1c1ncnc2c1[C@H](C)CC2. (5) The reactants are: CCc1c(C=O)cccc1-c1nnc(-c2ccc(CC(C)C)c(C#N)c2)s1.COC(=O)C1CNC1. Given the product CCc1c(CN2CC(C(=O)OC)C2)cccc1-c1nnc(-c2ccc(CC(C)C)c(C#N)c2)s1, predict the reactants needed to synthesize it. (6) Given the product CS(=O)(=O)Cc1nccn1CCCCc1ccc(OCc2coc(/C=C/c3ccc(F)cc3)n2)cc1, predict the reactants needed to synthesize it. The reactants are: CS(=O)(=O)Cc1nccn1CCCCc1ccc(O)cc1.Fc1ccc(/C=C/c2nc(CCl)co2)cc1.